This data is from Peptide-MHC class I binding affinity with 185,985 pairs from IEDB/IMGT. The task is: Regression. Given a peptide amino acid sequence and an MHC pseudo amino acid sequence, predict their binding affinity value. This is MHC class I binding data. (1) The peptide sequence is KRWIILGLNK. The MHC is HLA-B53:01 with pseudo-sequence HLA-B53:01. The binding affinity (normalized) is 0.0447. (2) The peptide sequence is HPALVFDITK. The MHC is HLA-A02:03 with pseudo-sequence HLA-A02:03. The binding affinity (normalized) is 0.177. (3) The peptide sequence is APALRQANI. The MHC is HLA-B07:02 with pseudo-sequence HLA-B07:02. The binding affinity (normalized) is 0.770. (4) The peptide sequence is FPNLQVDPT. The MHC is HLA-B18:01 with pseudo-sequence HLA-B18:01. The binding affinity (normalized) is 0.0847. (5) The peptide sequence is TVMEIAGLY. The MHC is HLA-A26:01 with pseudo-sequence HLA-A26:01. The binding affinity (normalized) is 1.00. (6) The peptide sequence is TQLPSKPHY. The MHC is HLA-B15:09 with pseudo-sequence HLA-B15:09. The binding affinity (normalized) is 0.0847. (7) The peptide sequence is FPVRPQVPLR. The MHC is HLA-B07:02 with pseudo-sequence HLA-B07:02. The binding affinity (normalized) is 0.423. (8) The peptide sequence is GRRPLKNRK. The MHC is HLA-A26:01 with pseudo-sequence HLA-A26:01. The binding affinity (normalized) is 0.0847. (9) The peptide sequence is GSEEIKSLY. The MHC is HLA-B39:01 with pseudo-sequence HLA-B39:01. The binding affinity (normalized) is 0.0847.